Predict the reactants needed to synthesize the given product. From a dataset of Full USPTO retrosynthesis dataset with 1.9M reactions from patents (1976-2016). (1) The reactants are: [C:1](#[N:3])[CH3:2].C([Li])CCC.Br[C:10]1[CH:15]=[CH:14][C:13]([CH3:16])=[CH:12][N:11]=1. Given the product [CH3:16][C:13]1[CH:14]=[CH:15][C:10]([CH2:2][C:1]#[N:3])=[N:11][CH:12]=1, predict the reactants needed to synthesize it. (2) Given the product [I:8][C:9]1[CH:17]=[CH:16][C:12]([C:13]([N:4]2[CH2:5][CH2:6][CH2:7][O:1][CH2:2][CH2:3]2)=[O:14])=[CH:11][CH:10]=1, predict the reactants needed to synthesize it. The reactants are: [O:1]1[CH2:7][CH2:6][CH2:5][NH:4][CH2:3][CH2:2]1.[I:8][C:9]1[CH:17]=[CH:16][C:12]([C:13](Cl)=[O:14])=[CH:11][CH:10]=1. (3) Given the product [CH3:36][O:35][CH2:34][C:32]1[NH:31][C:30]2[CH:37]=[C:26]([O:25][C:21]3[N:22]=[CH:23][N:24]=[C:19]([N:14]4[CH2:13][CH2:12][C:5]5([O:4][C:3](=[O:17])[NH:2][C:7]6[N:8]=[CH:9][CH:10]=[CH:11][C:6]5=6)[CH2:16][CH2:15]4)[CH:20]=3)[CH:27]=[C:28]([CH3:38])[C:29]=2[N:33]=1, predict the reactants needed to synthesize it. The reactants are: Cl.[NH:2]1[C:7]2[N:8]=[CH:9][CH:10]=[CH:11][C:6]=2[C:5]2([CH2:16][CH2:15][NH:14][CH2:13][CH2:12]2)[O:4][C:3]1=[O:17].Cl[C:19]1[N:24]=[CH:23][N:22]=[C:21]([O:25][C:26]2[CH:27]=[C:28]([CH3:38])[C:29]3[N:33]=[C:32]([CH2:34][O:35][CH3:36])[NH:31][C:30]=3[CH:37]=2)[CH:20]=1.CCN(C(C)C)C(C)C. (4) Given the product [F:23][C:20]1[CH:19]=[CH:18][C:17]([C:16]2[S:15][C:14]([CH3:24])=[N:13][C:12]=2[C:10]([N:4]2[CH2:5][CH2:6][CH2:7][C@H:8]([CH3:9])[C@@H:3]2[CH2:2][NH:1][C:29]2[N:28]=[C:27]([O:26][CH3:25])[CH:32]=[CH:31][N:30]=2)=[O:11])=[CH:22][CH:21]=1, predict the reactants needed to synthesize it. The reactants are: [NH2:1][CH2:2][C@H:3]1[C@@H:8]([CH3:9])[CH2:7][CH2:6][CH2:5][N:4]1[C:10]([C:12]1[N:13]=[C:14]([CH3:24])[S:15][C:16]=1[C:17]1[CH:22]=[CH:21][C:20]([F:23])=[CH:19][CH:18]=1)=[O:11].[CH3:25][O:26][C:27]1[CH:32]=[CH:31][N:30]=[C:29](Cl)[N:28]=1.CCN(C(C)C)C(C)C. (5) Given the product [N:1]1([C@@H:6]([CH2:11][CH2:12][OH:13])[CH2:7][OH:8])[CH:5]=[CH:4][CH:3]=[CH:2]1, predict the reactants needed to synthesize it. The reactants are: [N:1]1([C@@H:6]([CH2:11][C:12](OC)=[O:13])[C:7](OC)=[O:8])[CH:5]=[CH:4][CH:3]=[CH:2]1.[Li+].[BH4-]. (6) Given the product [Br:13][CH2:14][CH2:15][CH2:16][CH2:17][CH2:18][O:12][C:6]1[C:5]2[C:10](=[CH:11][C:2]([Cl:1])=[CH:3][CH:4]=2)[N:9]=[CH:8][CH:7]=1, predict the reactants needed to synthesize it. The reactants are: [Cl:1][C:2]1[CH:11]=[C:10]2[C:5]([C:6]([OH:12])=[CH:7][CH:8]=[N:9]2)=[CH:4][CH:3]=1.[Br:13][CH2:14][CH2:15][CH2:16][CH2:17][CH2:18]Br.Cl.C(OCC)C.C([O-])([O-])=O.[K+].[K+]. (7) The reactants are: Br[C:2]1[N:6]([Cl:7])[C:5]([Cl:8])=[C:4]([CH:9]([O:11][CH3:12])[CH3:10])[N:3]=1.[CH2:13]([C:15]1[CH:20]=[CH:19][CH:18]=[C:17]([CH2:21][CH3:22])[C:16]=1B(O)O)[CH3:14]. Given the product [CH2:13]([C:15]1[CH:20]=[CH:19][CH:18]=[C:17]([CH2:21][CH3:22])[C:16]=1[C:2]1[N:6]([Cl:7])[C:5]([Cl:8])=[C:4]([CH:9]([O:11][CH3:12])[CH3:10])[N:3]=1)[CH3:14], predict the reactants needed to synthesize it. (8) Given the product [CH2:1]([O:3][C:4]1[CH:12]=[CH:11][CH:10]=[C:9]([CH2:13][CH2:14][CH2:15][CH2:16][CH2:17][CH2:18][CH2:19][CH2:20][CH2:21][CH2:22][CH2:23][CH2:24][CH2:25][CH2:26][CH3:27])[C:5]=1[C:6]([Cl:30])=[O:7])[CH3:2], predict the reactants needed to synthesize it. The reactants are: [CH2:1]([O:3][C:4]1[CH:12]=[CH:11][CH:10]=[C:9]([CH2:13][CH2:14][CH2:15][CH2:16][CH2:17][CH2:18][CH2:19][CH2:20][CH2:21][CH2:22][CH2:23][CH2:24][CH2:25][CH2:26][CH3:27])[C:5]=1[C:6](O)=[O:7])[CH3:2].S(Cl)([Cl:30])=O.CN(C)C=O. (9) The reactants are: [CH:1]1([N:4]([C@H:12]2[CH2:17][CH2:16][NH:15][CH2:14][C@H:13]2[F:18])C(=O)OC(C)(C)C)[CH2:3][CH2:2]1.C(N(CC)CC)C.Cl[C:27]([O:29][CH:30]([CH3:32])[CH3:31])=[O:28].O. Given the product [CH:30]([O:29][C:27]([N:15]1[CH2:16][CH2:17][C@H:12]([NH:4][CH:1]2[CH2:2][CH2:3]2)[C@H:13]([F:18])[CH2:14]1)=[O:28])([CH3:32])[CH3:31], predict the reactants needed to synthesize it. (10) Given the product [NH2:43][C:40]1[S:41][CH:42]=[C:38](/[C:12](=[N:11]/[O:10][C:7]([C:6]([OH:51])=[O:5])([CH3:8])[CH3:9])/[C:13]([NH:15][C@@H:16]2[C:19](=[O:20])[N:18]([S:21]([O-:24])(=[O:22])=[O:23])[C@@H:17]2[CH2:25][N:26]2[CH:30]=[C:29]([C:31]3[CH:32]=[CH:33][N+:34]([CH3:37])=[CH:35][CH:36]=3)[N:28]=[N:27]2)=[O:14])[N:39]=1, predict the reactants needed to synthesize it. The reactants are: C([O:5][C:6](=[O:51])[C:7]([O:10]/[N:11]=[C:12](/[C:38]1[N:39]=[C:40]([NH:43]C(OC(C)(C)C)=O)[S:41][CH:42]=1)\[C:13]([NH:15][C@@H:16]1[C:19](=[O:20])[N:18]([S:21]([O-:24])(=[O:23])=[O:22])[C@@H:17]1[CH2:25][N:26]1[CH:30]=[C:29]([C:31]2[CH:36]=[CH:35][N+:34]([CH3:37])=[CH:33][CH:32]=2)[N:28]=[N:27]1)=[O:14])([CH3:9])[CH3:8])(C)(C)C.C(O)(C(F)(F)F)=O.